From a dataset of TCR-epitope binding with 47,182 pairs between 192 epitopes and 23,139 TCRs. Binary Classification. Given a T-cell receptor sequence (or CDR3 region) and an epitope sequence, predict whether binding occurs between them. The epitope is LEPLVDLPI. The TCR CDR3 sequence is CASSLWGTHTDTQYF. Result: 0 (the TCR does not bind to the epitope).